From a dataset of Reaction yield outcomes from USPTO patents with 853,638 reactions. Predict the reaction yield, written as a fraction of the theoretical maximum amount of product (1.0 means a 100% yield; for example, 0.34 means a 34% yield). (1) The reactants are [CH3:1][C:2](=[CH:4][CH2:5][CH2:6][C@@H:7]([CH3:13])CCCCC)[CH3:3].C[C:15]([CH3:17])=[O:16].[OH:18]S(O)(=O)=O.O=[Cr](=O)=O.O.[O-]S([O-])(=O)=O.[Na+].[Na+]. The catalyst is CC(C)=O. The product is [CH3:1][C@@H:2]([CH2:4][CH2:5][CH2:6][CH2:7][CH3:13])[CH2:3][CH2:17][C:15]([OH:18])=[O:16]. The yield is 0.740. (2) The reactants are [CH:1]([O:4][C:5]([N:7]1[CH2:12][CH2:11][CH:10]([S:13][C:14]2[C:19]([CH3:20])=[C:18](Cl)[N:17]=[CH:16][N:15]=2)[CH2:9][CH2:8]1)=[O:6])([CH3:3])[CH3:2].[F:22][C:23]1[CH:28]=[C:27]([S:29]([CH3:32])(=[O:31])=[O:30])[CH:26]=[CH:25][C:24]=1[NH2:33].CC(C)([O-])C.[Na+]. The catalyst is O1CCOCC1.C([O-])(=O)C.[Pd+2].C([O-])(=O)C.C(P(C(C)(C)C)C1C=CC=CC=1C1C=CC=CC=1)(C)(C)C. The product is [CH:1]([O:4][C:5]([N:7]1[CH2:12][CH2:11][CH:10]([S:13][C:14]2[C:19]([CH3:20])=[C:18]([NH:33][C:24]3[CH:25]=[CH:26][C:27]([S:29]([CH3:32])(=[O:31])=[O:30])=[CH:28][C:23]=3[F:22])[N:17]=[CH:16][N:15]=2)[CH2:9][CH2:8]1)=[O:6])([CH3:3])[CH3:2]. The yield is 0.270.